Dataset: Reaction yield outcomes from USPTO patents with 853,638 reactions. Task: Predict the reaction yield, written as a fraction of the theoretical maximum amount of product (1.0 means a 100% yield; for example, 0.34 means a 34% yield). (1) The reactants are [CH3:1][O:2][C:3]1C=C(O)[CH:6]=[CH:7][CH:8]=1.[CH2:10]([O:12][C:13](=[O:26])[C:14]([C:24]#[N:25])=[CH:15][C:16]1[CH:21]=[CH:20][CH:19]=[C:18]([O:22][CH3:23])[CH:17]=1)[CH3:11]. No catalyst specified. The product is [C:24]([C:14]1[C:13](=[O:26])[O:12][C:10]2[C:6]([C:15]=1[C:16]1[CH:21]=[CH:20][CH:19]=[C:18]([O:22][CH3:23])[CH:17]=1)=[CH:7][CH:8]=[C:3]([O:2][CH3:1])[CH:11]=2)#[N:25]. The yield is 0.00200. (2) The reactants are [CH2:1]([C:8]1(O)[C:12]2[CH:13]=[C:14]([NH:19][C:20](=[O:26])[CH2:21][C:22]([CH3:25])([CH3:24])[CH3:23])[C:15]([CH3:18])=[C:16]([CH3:17])[C:11]=2[O:10][C:9]1([CH3:28])[CH3:27])[C:2]1[CH:7]=[CH:6][CH:5]=[CH:4][CH:3]=1. The catalyst is C(OCC)(=O)C.CCCCCC. The product is [CH2:1]([CH:8]1[C:12]2[CH:13]=[C:14]([NH:19][C:20](=[O:26])[CH2:21][C:22]([CH3:24])([CH3:23])[CH3:25])[C:15]([CH3:18])=[C:16]([CH3:17])[C:11]=2[O:10][C:9]1([CH3:28])[CH3:27])[C:2]1[CH:7]=[CH:6][CH:5]=[CH:4][CH:3]=1. The yield is 0.560.